From a dataset of Reaction yield outcomes from USPTO patents with 853,638 reactions. Predict the reaction yield, written as a fraction of the theoretical maximum amount of product (1.0 means a 100% yield; for example, 0.34 means a 34% yield). (1) The reactants are [Br:1][C:2]1[CH:7]=[CH:6][CH:5]=[C:4]([Br:8])[C:3]=1[CH2:9]Br.[C:11]([O-:14])(=[O:13])[CH3:12].[K+].CN(C=O)C. The catalyst is O. The product is [C:11]([O:14][CH2:9][C:3]1[C:4]([Br:8])=[CH:5][CH:6]=[CH:7][C:2]=1[Br:1])(=[O:13])[CH3:12]. The yield is 0.880. (2) The reactants are [OH-].[K+].[CH2:3]([O:10][C:11]([NH:13][C@@H:14]([CH2:19][C:20]1[CH:25]=[CH:24][CH:23]=[CH:22][CH:21]=1)[C@H:15]([OH:18])[CH2:16]Cl)=[O:12])[C:4]1[CH:9]=[CH:8][CH:7]=[CH:6][CH:5]=1. The catalyst is C(O)C.ClCCl. The product is [CH2:3]([O:10][C:11]([NH:13][C@@H:14]([CH2:19][C:20]1[CH:25]=[CH:24][CH:23]=[CH:22][CH:21]=1)[C@@H:15]1[O:18][CH2:16]1)=[O:12])[C:4]1[CH:9]=[CH:8][CH:7]=[CH:6][CH:5]=1. The yield is 0.770. (3) The reactants are [C:1]1([S:7]([C:10]2[CH:11]=[C:12]3[C:17](=[CH:18][CH:19]=2)[CH:16]([CH2:20][CH2:21]OS(C)(=O)=O)[CH2:15][CH2:14][CH2:13]3)(=[O:9])=[O:8])[CH:6]=[CH:5][CH:4]=[CH:3][CH:2]=1.[I-].[K+].[N-:29]=[N+]=[N-].[Na+].[H-].[Al+3].[Li+].[H-].[H-].[H-].C1COCC1.[ClH:44]. The catalyst is CN(C=O)C.CO.CCOCC.O. The product is [ClH:44].[C:1]1([S:7]([C:10]2[CH:11]=[C:12]3[C:17](=[CH:18][CH:19]=2)[CH:16]([CH2:20][CH2:21][NH2:29])[CH2:15][CH2:14][CH2:13]3)(=[O:9])=[O:8])[CH:6]=[CH:5][CH:4]=[CH:3][CH:2]=1. The yield is 0.170. (4) The reactants are [C:1]([C:4]1[C:22](=[O:23])[C@@:8]2([CH3:24])[C:9]3[C:15]([OH:16])=[CH:14][C:13]([O:17][CH3:18])=[C:12]([C:19]([NH2:21])=[O:20])[C:10]=3[O:11][C:7]2=[CH:6][C:5]=1[OH:25])(=[O:3])[CH3:2].[Cl:26][C:27]1[CH:45]=[CH:44][C:30]([O:31][C:32]2[C:41]3[C:36](=[CH:37][CH:38]=[CH:39][CH:40]=3)[C:35]([CH:42]=O)=[CH:34][CH:33]=2)=[CH:29][CH:28]=1.C([SiH](CC)CC)C.FC(F)(F)C(O)=O. The catalyst is C(#N)C. The product is [C:1]([C:4]1[C:22](=[O:23])[C@@:8]2([CH3:24])[C:9]3[C:15]([OH:16])=[CH:14][C:13]([O:17][CH3:18])=[C:12]([C:19]([NH:21][CH2:42][C:35]4[C:36]5[C:41](=[CH:40][CH:39]=[CH:38][CH:37]=5)[C:32]([O:31][C:30]5[CH:29]=[CH:28][C:27]([Cl:26])=[CH:45][CH:44]=5)=[CH:33][CH:34]=4)=[O:20])[C:10]=3[O:11][C:7]2=[CH:6][C:5]=1[OH:25])(=[O:3])[CH3:2]. The yield is 0.790. (5) The reactants are Br[C:2]1[C:10]2[O:11][CH2:12][CH2:13][C:9]=2[C:8]2/[C:7](=[CH:14]/[CH2:15][NH2:16])/[CH2:6][CH2:5][C:4]=2[C:3]=1Br.[H][H].C([O-])(=O)C.[Na+]. The catalyst is CO.C1(C)C=CC=CC=1.[Ru].C1C=CC(P(C2C(C3C(P(C4C=CC=CC=4)C4C=CC=CC=4)=CC=C4C=3C=CC=C4)=C3C(C=CC=C3)=CC=2)C2C=CC=CC=2)=CC=1.[Pd]. The product is [CH2:13]1[CH2:12][O:11][C:10]2[CH:2]=[CH:3][C:4]3[CH2:5][CH2:6][C@@H:7]([CH2:14][CH2:15][NH2:16])[C:8]=3[C:9]1=2. The yield is 0.758. (6) The reactants are [C:1]([C:3]1[CH:4]=[C:5]2[C:9](=[CH:10][CH:11]=1)[NH:8][CH:7]=[CH:6]2)#[CH:2].[Cl:12][C:13]1[C:14]([C:20]#[N:21])=[N:15][CH:16]=[C:17](Cl)[CH:18]=1.C([N:24](CC)CC)C. The catalyst is [Cu]I.Cl[Pd](Cl)([P](C1C=CC=CC=1)(C1C=CC=CC=1)C1C=CC=CC=1)[P](C1C=CC=CC=1)(C1C=CC=CC=1)C1C=CC=CC=1.CN(C=O)C. The product is [CH3:6][C:5]1[C:4]2=[C:13]3[C:14](=[C:20]([NH2:21])[N:24]=[C:3]2[CH:11]=[CH:10][CH:9]=1)[N:15]=[CH:16][CH:17]=[CH:18]3.[NH:8]1[C:9]2[C:5](=[CH:4][C:3]([C:1]#[C:2][C:17]3[CH:18]=[C:13]([Cl:12])[C:14]([C:20]#[N:21])=[N:15][CH:16]=3)=[CH:11][CH:10]=2)[CH:6]=[CH:7]1. The yield is 0.0400. (7) The reactants are [H-].[H-].[H-].[H-].[Li+].[Al+3].C[O:8][C:9](=O)[C:10]1[C:11](=[CH:16][C:17]([F:24])=[C:18]([C:20]([F:23])([F:22])[F:21])[CH:19]=1)[C:12](OC)=[O:13]. The catalyst is C1COCC1. The product is [F:24][C:17]1[C:18]([C:20]([F:23])([F:22])[F:21])=[CH:19][C:10]([CH2:9][OH:8])=[C:11]([CH2:12][OH:13])[CH:16]=1. The yield is 0.570. (8) The reactants are ClC(Cl)(O[C:5](=[O:11])OC(Cl)(Cl)Cl)Cl.[CH2:13]([N:15]1[C:19]2[N:20]=[C:21]([C:31]3[CH:37]=[CH:36][C:34]([NH2:35])=[CH:33][CH:32]=3)[N:22]=[C:23]([N:24]3[CH2:29][CH2:28][O:27][CH2:26][C@@H:25]3[CH3:30])[C:18]=2[N:17]=[N:16]1)[CH3:14].[CH3:38][N:39]1[CH2:44][CH2:43][N:42]([C:45]2[CH:51]=[CH:50][C:48]([NH2:49])=[CH:47][CH:46]=2)[CH2:41][CH2:40]1.CCN(CC)CC. The catalyst is C(Cl)Cl. The product is [CH2:13]([N:15]1[C:19]2[N:20]=[C:21]([C:31]3[CH:37]=[CH:36][C:34]([NH:35][C:5]([NH:49][C:48]4[CH:47]=[CH:46][C:45]([N:42]5[CH2:41][CH2:40][N:39]([CH3:38])[CH2:44][CH2:43]5)=[CH:51][CH:50]=4)=[O:11])=[CH:33][CH:32]=3)[N:22]=[C:23]([N:24]3[CH2:29][CH2:28][O:27][CH2:26][C@@H:25]3[CH3:30])[C:18]=2[N:17]=[N:16]1)[CH3:14]. The yield is 0.300.